Dataset: Full USPTO retrosynthesis dataset with 1.9M reactions from patents (1976-2016). Task: Predict the reactants needed to synthesize the given product. (1) Given the product [O:25]1[C:26]2[CH:31]=[CH:30][CH:29]=[CH:28][C:27]=2[C:23]([N:17]2[CH2:18][CH2:19][N:20]([CH2:2][CH2:3][C:4]3[CH:5]=[C:6]4[C:11](=[CH:12][CH:13]=3)[NH:10][C:9](=[O:14])[CH2:8][CH:7]4[CH3:15])[CH2:21][CH2:22]2)=[N:24]1, predict the reactants needed to synthesize it. The reactants are: Cl[CH2:2][CH2:3][C:4]1[CH:5]=[C:6]2[C:11](=[CH:12][CH:13]=1)[NH:10][C:9](=[O:14])[CH2:8][CH:7]2[CH3:15].Cl.[N:17]1([C:23]2[C:27]3[CH:28]=[CH:29][CH:30]=[CH:31][C:26]=3[O:25][N:24]=2)[CH2:22][CH2:21][NH:20][CH2:19][CH2:18]1.C(=O)([O-])[O-].[Na+].[Na+].[I-].[Na+]. (2) Given the product [O:16]([C:3]1[CH:4]=[CH:5][S:1][C:2]=1[S:6]([NH2:9])(=[O:8])=[O:7])[C:17]1[CH:22]=[CH:21][CH:20]=[CH:19][CH:18]=1, predict the reactants needed to synthesize it. The reactants are: [S:1]1[CH:5]=[CH:4][CH:3]=[C:2]1[S:6]([NH2:9])(=[O:8])=[O:7].C([O-])([O-])=O.[Cs+].[Cs+].[OH:16][C:17]1[CH:22]=[CH:21][CH:20]=[CH:19][C:18]=1C1CNCCN1C(OC(C)(C)C)=O. (3) Given the product [Cl:15][C:16]1[CH:17]=[C:18]([CH:19]=[CH:7][C:2]2[CH:3]=[CH:4][CH:5]=[CH:6][N+:1]=2[O-:8])[CH:21]=[CH:22][C:23]=1[Cl:24], predict the reactants needed to synthesize it. The reactants are: [N+:1]1([O-:8])[C:2]([CH3:7])=[CH:3][CH:4]=[CH:5][CH:6]=1.C([O-])(C)(C)C.[K+].[Cl:15][C:16]1[CH:17]=[C:18]([CH:21]=[CH:22][C:23]=1[Cl:24])[CH:19]=O.